Dataset: CYP2D6 inhibition data for predicting drug metabolism from PubChem BioAssay. Task: Regression/Classification. Given a drug SMILES string, predict its absorption, distribution, metabolism, or excretion properties. Task type varies by dataset: regression for continuous measurements (e.g., permeability, clearance, half-life) or binary classification for categorical outcomes (e.g., BBB penetration, CYP inhibition). Dataset: cyp2d6_veith. (1) The compound is COc1cccc(-c2cc(C(F)(F)F)nc(N3CCCCC3)n2)c1. The result is 0 (non-inhibitor). (2) The molecule is CC(C)NC(=O)c1ccc(-c2cccc(C(F)(F)F)c2)o1. The result is 0 (non-inhibitor).